The task is: Predict the reaction yield, written as a fraction of the theoretical maximum amount of product (1.0 means a 100% yield; for example, 0.34 means a 34% yield).. This data is from Reaction yield outcomes from USPTO patents with 853,638 reactions. The product is [Cl:1][C:2]1[CH:7]=[CH:6][C:5]([C@:8]2([O:31][CH3:32])[O:13][C@H:12]([CH:14]=[O:15])[C@@H:11]([O:16][Si:17]([CH3:20])([CH3:18])[CH3:19])[C@H:10]([O:21][Si:22]([CH3:23])([CH3:24])[CH3:25])[C@H:9]2[O:26][Si:27]([CH3:28])([CH3:29])[CH3:30])=[CH:4][C:3]=1[CH2:33][O:34][C:35]1[CH:40]=[CH:39][CH:38]=[CH:37][CH:36]=1. The catalyst is CS(C)=O. The yield is 1.00. The reactants are [Cl:1][C:2]1[CH:7]=[CH:6][C:5]([C@:8]2([O:31][CH3:32])[O:13][C@H:12]([CH2:14][OH:15])[C@@H:11]([O:16][Si:17]([CH3:20])([CH3:19])[CH3:18])[C@H:10]([O:21][Si:22]([CH3:25])([CH3:24])[CH3:23])[C@H:9]2[O:26][Si:27]([CH3:30])([CH3:29])[CH3:28])=[CH:4][C:3]=1[CH2:33][O:34][C:35]1[CH:40]=[CH:39][CH:38]=[CH:37][CH:36]=1.C(Cl)Cl.C(N(CC)CC)C.